This data is from Peptide-MHC class II binding affinity with 134,281 pairs from IEDB. The task is: Regression. Given a peptide amino acid sequence and an MHC pseudo amino acid sequence, predict their binding affinity value. This is MHC class II binding data. (1) The peptide sequence is IVLNHMTGAQSGKGT. The MHC is DRB4_0101 with pseudo-sequence DRB4_0103. The binding affinity (normalized) is 0.559. (2) The peptide sequence is APQINFFYYLGEPIV. The MHC is DRB4_0101 with pseudo-sequence DRB4_0103. The binding affinity (normalized) is 0.414. (3) The peptide sequence is TNFKYNYSVIEGGPI. The MHC is HLA-DPA10103-DPB10401 with pseudo-sequence HLA-DPA10103-DPB10401. The binding affinity (normalized) is 0.325. (4) The peptide sequence is VMGDTAWDFSSAGGF. The MHC is HLA-DQA10501-DQB10303 with pseudo-sequence HLA-DQA10501-DQB10303. The binding affinity (normalized) is 0.423.